Dataset: Full USPTO retrosynthesis dataset with 1.9M reactions from patents (1976-2016). Task: Predict the reactants needed to synthesize the given product. Given the product [CH:1]1([CH2:6][C@@H:7]([C:8](=[O:9])[N:10]2[C@H:14]([C:15]([NH:32][C:27]3[CH:28]=[CH:29][CH:30]=[CH:31][N:26]=3)=[O:16])[CH2:13][CH:12]=[N:11]2)[CH2:18][C:19]([O:21][C:22]([CH3:24])([CH3:25])[CH3:23])=[O:20])[CH2:2][CH2:3][CH2:4][CH2:5]1, predict the reactants needed to synthesize it. The reactants are: [CH:1]1([CH2:6][C@H:7]([CH2:18][C:19]([O:21][C:22]([CH3:25])([CH3:24])[CH3:23])=[O:20])[C:8]([N:10]2[C@H:14]([C:15](O)=[O:16])[CH2:13][CH:12]=[N:11]2)=[O:9])[CH2:5][CH2:4][CH2:3][CH2:2]1.[N:26]1[CH:31]=[CH:30][CH:29]=[CH:28][C:27]=1[NH2:32].CCN(C(C)C)C(C)C.N1C2C(=NC=CC=2)N(O)N=1.C(Cl)CCl.